This data is from Reaction yield outcomes from USPTO patents with 853,638 reactions. The task is: Predict the reaction yield, written as a fraction of the theoretical maximum amount of product (1.0 means a 100% yield; for example, 0.34 means a 34% yield). (1) The reactants are Cl.O1CCOCC1.C(OC([NH:15][C@@H:16]1[CH2:21][CH2:20][C@H:19]([N:22]2[C:27](=[O:28])[C:26]3[CH:29]=[C:30]([F:33])[CH:31]=[N:32][C:25]=3[N:24]([C:34]3[CH:35]=[C:36]([CH:41]=[CH:42][CH:43]=3)[C:37]([O:39][CH3:40])=[O:38])[C:23]2=[O:44])[CH2:18][CH2:17]1)=O)(C)(C)C.C(=O)([O-])[O-].[Na+].[Na+]. No catalyst specified. The product is [NH2:15][C@@H:16]1[CH2:17][CH2:18][C@H:19]([N:22]2[C:27](=[O:28])[C:26]3[CH:29]=[C:30]([F:33])[CH:31]=[N:32][C:25]=3[N:24]([C:34]3[CH:35]=[C:36]([CH:41]=[CH:42][CH:43]=3)[C:37]([O:39][CH3:40])=[O:38])[C:23]2=[O:44])[CH2:20][CH2:21]1. The yield is 1.00. (2) The reactants are Br[C:2]1[C:19]([F:20])=[CH:18][C:5]([CH2:6][O:7][C:8]23[CH2:17][CH:12]4[CH2:13][CH:14]([CH2:16][CH:10]([CH2:11]4)[CH2:9]2)[CH2:15]3)=[C:4]([Cl:21])[CH:3]=1.[CH3:22][S:23]([NH2:26])(=[O:25])=[O:24].C(N(CC)CC)C.CC1(C)C2C(=C(P(C3C=CC=CC=3)C3C=CC=CC=3)C=CC=2)[O:55][C:37]2C(P(C3C=CC=CC=3)C3C=CC=CC=3)=CC=CC1=2. The catalyst is O1CCOCC1.C(Cl)Cl.[Cl-].[NH4+].[C-]#[O+].[C-]#[O+].[C-]#[O+].[C-]#[O+].[C-]#[O+].[C-]#[O+].[Mo].C([O-])(=O)C.[Pd+2].C([O-])(=O)C. The product is [C:8]12([O:7][CH2:6][C:5]3[C:4]([Cl:21])=[CH:3][C:2]([C:37]([NH:26][S:23]([CH3:22])(=[O:25])=[O:24])=[O:55])=[C:19]([F:20])[CH:18]=3)[CH2:17][CH:12]3[CH2:13][CH:14]([CH2:16][CH:10]([CH2:11]3)[CH2:9]1)[CH2:15]2. The yield is 0.280. (3) The catalyst is ClCCl. The yield is 0.820. The reactants are [I:1][C:2]1[CH:23]=[CH:22][C:5]2[NH:6][C:7]([C@@H:9]3[CH2:13][C@H:12]([CH3:14])[CH2:11][N:10]3C(OC(C)(C)C)=O)=[N:8][C:4]=2[CH:3]=1.C(O)(C(F)(F)F)=O. The product is [I:1][C:2]1[CH:23]=[CH:22][C:5]2[NH:6][C:7]([C@@H:9]3[CH2:13][C@H:12]([CH3:14])[CH2:11][NH:10]3)=[N:8][C:4]=2[CH:3]=1.